The task is: Predict the reactants needed to synthesize the given product.. This data is from Full USPTO retrosynthesis dataset with 1.9M reactions from patents (1976-2016). (1) Given the product [F:18][C:13]1[CH:12]=[C:11]([NH:10][C:8]([C:3]2[C:4]([CH3:7])=[N:5][S:6][C:2]=2[NH:1][C:20]2[CH:25]=[N:24][CH:23]=[C:22]([N:26]3[CH:30]=[CH:29][CH:28]=[N:27]3)[N:21]=2)=[O:9])[CH:16]=[CH:15][C:14]=1[F:17], predict the reactants needed to synthesize it. The reactants are: [NH2:1][C:2]1[S:6][N:5]=[C:4]([CH3:7])[C:3]=1[C:8]([NH:10][C:11]1[CH:16]=[CH:15][C:14]([F:17])=[C:13]([F:18])[CH:12]=1)=[O:9].Cl[C:20]1[CH:25]=[N:24][CH:23]=[C:22]([N:26]2[CH:30]=[CH:29][CH:28]=[N:27]2)[N:21]=1.C(=O)([O-])[O-].[Cs+].[Cs+].CC1(C)C2C(=C(P(C3C=CC=CC=3)C3C=CC=CC=3)C=CC=2)OC2C(P(C3C=CC=CC=3)C3C=CC=CC=3)=CC=CC1=2. (2) Given the product [C:1]([O:5][C:6]([NH:8][C@@H:9]([CH2:14][C:15]1[CH:20]=[CH:19][CH:18]=[CH:17][CH:16]=1)[C@H:10]1[O:13][CH2:11]1)=[O:7])([CH3:4])([CH3:3])[CH3:2], predict the reactants needed to synthesize it. The reactants are: [C:1]([O:5][C:6]([NH:8][C@@H:9]([CH2:14][C:15]1[CH:20]=[CH:19][CH:18]=[CH:17][CH:16]=1)[C@@H:10]([OH:13])[CH2:11]Cl)=[O:7])([CH3:4])([CH3:3])[CH3:2].C(=O)([O-])[O-].[K+].[K+].CO.C(O)(=O)CC(CC(O)=O)(C(O)=O)O. (3) Given the product [CH3:15][N:6]1[C:7]2[C:3](=[C:2]([CH3:1])[CH:10]=[C:9]([CH3:11])[CH:8]=2)[CH:4]=[CH:5]1, predict the reactants needed to synthesize it. The reactants are: [CH3:1][C:2]1[CH:10]=[C:9]([CH3:11])[CH:8]=[C:7]2[C:3]=1[CH:4]=[CH:5][NH:6]2.[H-].[Na+].I[CH3:15].